From a dataset of Reaction yield outcomes from USPTO patents with 853,638 reactions. Predict the reaction yield, written as a fraction of the theoretical maximum amount of product (1.0 means a 100% yield; for example, 0.34 means a 34% yield). (1) The reactants are CC(C)([O-])C.[Na+].I[CH2:8][CH2:9][CH3:10].Cl.[C:12]1([NH:18][C:19]2[CH:24]=[CH:23][C:22]([C:25]3[CH:37]=[CH:36][C:28]([NH:29][C:30]4[CH:35]=[CH:34][CH:33]=[CH:32][CH:31]=4)=[CH:27][CH:26]=3)=[CH:21][CH:20]=2)[CH:17]=[CH:16][CH:15]=[CH:14][CH:13]=1.Br[C:39]1[C:48]2[C:43](=[CH:44][CH:45]=[CH:46][CH:47]=2)[CH:42]=[CH:41][CH:40]=1.[C:49]1([CH3:55])[CH:54]=[CH:53][CH:52]=[CH:51][CH:50]=1. The catalyst is C([O-])(=O)C.[Pd+2].C([O-])(=O)C.C(Cl)Cl. The product is [C:30]1([N:29]([C:9]2[C:10]3[C:50](=[CH:51][CH:52]=[CH:53][CH:54]=3)[CH:49]=[CH:55][CH:8]=2)[C:28]2[CH:36]=[CH:37][C:25]([C:22]3[CH:23]=[CH:24][C:19]([N:18]([C:12]4[CH:17]=[CH:16][CH:15]=[CH:14][CH:13]=4)[C:39]4[C:48]5[C:43](=[CH:44][CH:45]=[CH:46][CH:47]=5)[CH:42]=[CH:41][CH:40]=4)=[CH:20][CH:21]=3)=[CH:26][CH:27]=2)[CH:31]=[CH:32][CH:33]=[CH:34][CH:35]=1. The yield is 0.950. (2) The reactants are [C:1]([C:5]1[CH:9]=[C:8]([CH2:10][NH2:11])[N:7]([C:12]2[CH:17]=[CH:16][CH:15]=[C:14]([Cl:18])[CH:13]=2)[N:6]=1)([CH3:4])([CH3:3])[CH3:2].C(=O)([O-])[O-].[K+].[K+].Cl[C:26]([O:28][C:29]1[CH:34]=[CH:33][CH:32]=[CH:31][CH:30]=1)=[O:27].C(OCC)(=O)C.CCCCCC. The catalyst is CN(C=O)C. The product is [C:1]([C:5]1[CH:9]=[C:8]([CH2:10][NH:11][C:26](=[O:27])[O:28][C:29]2[CH:34]=[CH:33][CH:32]=[CH:31][CH:30]=2)[N:7]([C:12]2[CH:17]=[CH:16][CH:15]=[C:14]([Cl:18])[CH:13]=2)[N:6]=1)([CH3:4])([CH3:2])[CH3:3]. The yield is 0.450.